This data is from Catalyst prediction with 721,799 reactions and 888 catalyst types from USPTO. The task is: Predict which catalyst facilitates the given reaction. (1) Reactant: [CH2:1]([NH:7][C@H:8]([C:13]([OH:15])=O)[C:9]([CH3:12])([CH3:11])[CH3:10])[CH2:2][CH2:3][CH2:4][CH:5]=[CH2:6].CCN(C(C)C)C(C)C.CN(C(ON1N=NC2C=CC=NC1=2)=[N+](C)C)C.F[P-](F)(F)(F)(F)F.[Cl-].[Br:50][C:51]1[CH:52]=[C:53]([C:57]2[CH:62]=[CH:61][CH:60]=[C:59]([CH2:63][O:64][C@H:65]3[CH2:69][NH2+:68][C@H:67]([C:70]([O:72][CH3:73])=[O:71])[CH2:66]3)[CH:58]=2)[CH:54]=[CH:55][CH:56]=1. Product: [CH2:1]([NH:7][C@H:8]([C:13]([N:68]1[CH2:69][C@H:65]([O:64][CH2:63][C:59]2[CH:58]=[C:57]([C:53]3[CH:54]=[CH:55][CH:56]=[C:51]([Br:50])[CH:52]=3)[CH:62]=[CH:61][CH:60]=2)[CH2:66][C@H:67]1[C:70]([O:72][CH3:73])=[O:71])=[O:15])[C:9]([CH3:10])([CH3:11])[CH3:12])[CH2:2][CH2:3][CH2:4][CH:5]=[CH2:6]. The catalyst class is: 303. (2) Reactant: N[C:2]1[CH:7]=[CH:6][C:5]([C:8]#[N:9])=[CH:4][N:3]=1.C([N:12](CC)CC)C.[Cl:17][CH2:18][C:19](Cl)=[O:20]. Product: [Cl:17][CH2:18][C:19]([NH:12][C:7]1[CH:2]=[N:3][CH:4]=[C:5]([C:8]#[N:9])[CH:6]=1)=[O:20]. The catalyst class is: 22. (3) Reactant: [CH3:1][C:2]1[CH:11]=[CH:10][C:9]2[C:4](=[C:5]([CH2:14][CH2:15][CH3:16])[C:6]([CH2:12]O)=[N:7][CH:8]=2)[N:3]=1.C(Br)(Br)(Br)[Br:18].C1C=CC(P(C2C=CC=CC=2)C2C=CC=CC=2)=CC=1. Product: [Br:18][CH2:12][C:6]1[C:5]([CH2:14][CH2:15][CH3:16])=[C:4]2[C:9]([CH:10]=[CH:11][C:2]([CH3:1])=[N:3]2)=[CH:8][N:7]=1. The catalyst class is: 2. (4) Reactant: [N+:1]([C:4]1[CH:8]=[CH:7][NH:6][N:5]=1)([O-:3])=[O:2].[H-].[Na+].Br[CH2:12][CH2:13][CH2:14][CH2:15][CH2:16][CH3:17]. Product: [N+:1]([C:4]1[CH:8]=[CH:7][N:6]([CH2:12][CH2:13][CH2:14][CH2:15][CH2:16][CH3:17])[N:5]=1)([O-:3])=[O:2]. The catalyst class is: 42. (5) Reactant: [CH2:1](Br)[C:2]1[CH:7]=[CH:6][CH:5]=[CH:4][CH:3]=1.[N:9]1([CH2:14][C:15]([N:17]2[CH2:21][C@@H:20]([NH2:22])[CH2:19][C@H:18]2[C:23]([NH:25][C:26]2[CH:31]=[CH:30][C:29]([O:32][C:33]3[CH:38]=[CH:37][C:36]([F:39])=[CH:35][CH:34]=3)=[CH:28][CH:27]=2)=[O:24])=[O:16])[CH:13]=[N:12][CH:11]=[N:10]1.CN(C=O)C.C([O-])([O-])=O.[K+].[K+]. Product: [N:9]1([CH2:14][C:15]([N:17]2[CH2:21][C@@H:20]([NH:22][CH2:1][C:2]3[CH:7]=[CH:6][CH:5]=[CH:4][CH:3]=3)[CH2:19][C@H:18]2[C:23]([NH:25][C:26]2[CH:27]=[CH:28][C:29]([O:32][C:33]3[CH:34]=[CH:35][C:36]([F:39])=[CH:37][CH:38]=3)=[CH:30][CH:31]=2)=[O:24])=[O:16])[CH:13]=[N:12][CH:11]=[N:10]1. The catalyst class is: 33.